From a dataset of Catalyst prediction with 721,799 reactions and 888 catalyst types from USPTO. Predict which catalyst facilitates the given reaction. (1) Reactant: [CH3:1][C:2]1[CH:15]=[C:14]([N+:16]([O-])=O)[CH:13]=[CH:12][C:3]=1[O:4][C:5]1[CH:6]=[CH:7][C:8]([CH3:11])=[N:9][CH:10]=1. Product: [CH3:11][C:8]1[N:9]=[CH:10][C:5]([O:4][C:3]2[CH:12]=[CH:13][C:14]([NH2:16])=[CH:15][C:2]=2[CH3:1])=[CH:6][CH:7]=1. The catalyst class is: 19. (2) Reactant: [CH3:1][N:2]1[CH:6]=[CH:5][N:4]=[C:3]1/[CH:7]=[N:8]/[C:9]1[CH:17]=[CH:16][CH:15]=[C:14]2[C:10]=1[CH2:11][O:12][C:13]2=[O:18].[F:19][C:20]1[CH:27]=[CH:26][C:23]([CH:24]=[O:25])=[CH:22][CH:21]=1.[O-:28][CH2:29][CH3:30].[Na+].C(O)C. Product: [F:19][C:20]1[CH:27]=[CH:26][C:23]([C:24]2([OH:25])[C:29](=[O:28])[C:30]3[C:14]([C:13]([O:12][CH2:11][CH3:10])=[O:18])=[CH:15][CH:16]=[CH:17][C:9]=3[NH:8][CH:7]2[C:3]2[N:2]([CH3:1])[CH:6]=[CH:5][N:4]=2)=[CH:22][CH:21]=1. The catalyst class is: 567.